From a dataset of Forward reaction prediction with 1.9M reactions from USPTO patents (1976-2016). Predict the product of the given reaction. (1) The product is: [CH3:1][O:2][C:3](=[O:16])[CH2:4][O:5][C:6]1[C:7]([NH2:13])=[N:8][C:9]([Br:12])=[CH:10][CH:11]=1. Given the reactants [CH3:1][O:2][C:3](=[O:16])[CH2:4][O:5][C:6]1[C:7]([N+:13]([O-])=O)=[N:8][C:9]([Br:12])=[CH:10][CH:11]=1.Cl.C(=O)(O)[O-].[Na+], predict the reaction product. (2) Given the reactants [CH2:1]([O:4][C:5]1([CH3:51])[CH2:10][CH2:9][N:8]([C:11]2[N:16]3[N:17]=[C:18]([CH2:20][N:21]([CH:36]4[CH2:38][CH2:37]4)[CH2:22][C:23]4[CH:28]=[CH:27][C:26]([CH3:29])=[CH:25][C:24]=4[O:30][C@H:31]([CH2:33][CH:34]=C)[CH3:32])[CH:19]=[C:15]3[N:14]=[C:13]([CH3:39])[C:12]=2[C@H:40]([O:46][C:47]([CH3:50])([CH3:49])[CH3:48])[C:41]([O:43][CH2:44][CH3:45])=[O:42])[CH2:7][CH2:6]1)[CH:2]=C.[BH4-].[Na+], predict the reaction product. The product is: [C:47]([O:46][C@@H:40]([C:12]1[C:13]([CH3:39])=[N:14][C:15]2=[CH:19][C:18]3=[N:17][N:16]2[C:11]=1[N:8]1[CH2:7][CH2:6][C:5]([CH3:51])([O:4][CH2:1][CH2:2][CH2:34][CH2:33][C@H:31]([CH3:32])[O:30][C:24]2[CH:25]=[C:26]([CH3:29])[CH:27]=[CH:28][C:23]=2[CH2:22][N:21]([CH:36]2[CH2:37][CH2:38]2)[CH2:20]3)[CH2:10][CH2:9]1)[C:41]([O:43][CH2:44][CH3:45])=[O:42])([CH3:50])([CH3:49])[CH3:48]. (3) Given the reactants [Cl:1][C:2]1[C:11]2[C:6](=[CH:7][CH:8]=[CH:9][CH:10]=2)[CH:5]=[C:4]([Cl:12])[N:3]=1.S(=O)(=O)(O)O.[Br:18]N1C(=O)CCC1=O, predict the reaction product. The product is: [Br:18][C:7]1[CH:8]=[CH:9][CH:10]=[C:11]2[C:6]=1[CH:5]=[C:4]([Cl:12])[N:3]=[C:2]2[Cl:1].